The task is: Regression. Given a peptide amino acid sequence and an MHC pseudo amino acid sequence, predict their binding affinity value. This is MHC class I binding data.. This data is from Peptide-MHC class I binding affinity with 185,985 pairs from IEDB/IMGT. (1) The peptide sequence is QFLGQQQPF. The MHC is HLA-A24:02 with pseudo-sequence HLA-A24:02. The binding affinity (normalized) is 0.507. (2) The peptide sequence is EWAENCYNL. The MHC is HLA-B57:01 with pseudo-sequence HLA-B57:01. The binding affinity (normalized) is 0.0847. (3) The peptide sequence is FLFFMQGKGI. The MHC is HLA-A02:03 with pseudo-sequence HLA-A02:03. The binding affinity (normalized) is 0.877. (4) The peptide sequence is LASAMRMLW. The MHC is HLA-B08:01 with pseudo-sequence HLA-B08:01. The binding affinity (normalized) is 0.213. (5) The peptide sequence is GIALAVPCV. The MHC is HLA-A23:01 with pseudo-sequence HLA-A23:01. The binding affinity (normalized) is 0.0847. (6) The peptide sequence is LLKNMKQCT. The MHC is HLA-A02:06 with pseudo-sequence HLA-A02:06. The binding affinity (normalized) is 0. (7) The peptide sequence is GVALQTMKQ. The MHC is HLA-A02:01 with pseudo-sequence HLA-A02:01. The binding affinity (normalized) is 0. (8) The peptide sequence is AFASLQDML. The MHC is HLA-B40:01 with pseudo-sequence HLA-B40:01. The binding affinity (normalized) is 0.0847. (9) The peptide sequence is YMLWNSWLS. The MHC is HLA-B35:01 with pseudo-sequence HLA-B35:01. The binding affinity (normalized) is 0.0847. (10) The peptide sequence is ILDNLRCHSA. The MHC is HLA-A02:01 with pseudo-sequence HLA-A02:01. The binding affinity (normalized) is 0.618.